This data is from Forward reaction prediction with 1.9M reactions from USPTO patents (1976-2016). The task is: Predict the product of the given reaction. (1) The product is: [CH3:23][O:24][C:25]1[CH:47]=[C:46]([O:48][CH3:49])[CH:45]=[CH:44][C:26]=1[CH2:27][N:28]([C:36]1[S:37][C:38]([CH3:43])=[C:39]([CH2:41][O:22][C:20]2[C:6]3[CH:7]=[C:8]([C:10]4[N:11]=[C:12]5[N:16]([CH:17]=4)[N:15]=[C:14]([O:18][CH3:19])[S:13]5)[O:9][C:5]=3[CH:4]=[C:3]([O:2][CH3:1])[CH:21]=2)[N:40]=1)[C:29](=[O:35])[O:30][C:31]([CH3:34])([CH3:33])[CH3:32]. Given the reactants [CH3:1][O:2][C:3]1[CH:4]=[C:5]2[O:9][C:8]([C:10]3[N:11]=[C:12]4[N:16]([CH:17]=3)[N:15]=[C:14]([O:18][CH3:19])[S:13]4)=[CH:7][C:6]2=[C:20]([OH:22])[CH:21]=1.[CH3:23][O:24][C:25]1[CH:47]=[C:46]([O:48][CH3:49])[CH:45]=[CH:44][C:26]=1[CH2:27][N:28]([C:36]1[S:37][C:38]([CH3:43])=[C:39]([CH2:41]O)[N:40]=1)[C:29](=[O:35])[O:30][C:31]([CH3:34])([CH3:33])[CH3:32].C(P(CCCC)CCCC)CCC.N(C(N1CCCCC1)=O)=NC(N1CCCCC1)=O, predict the reaction product. (2) Given the reactants C(OC1C=CC(S(N(C)[CH:16]([C:21]2[CH:26]=[CH:25][CH:24]=[CH:23][CH:22]=2)[C:17]([O:19]C)=[O:18])(=O)=O)=CC=1)C#CC.[OH-].[K+], predict the reaction product. The product is: [C:21]1([CH2:16][C:17]([OH:19])=[O:18])[CH:26]=[CH:25][CH:24]=[CH:23][CH:22]=1.